Dataset: Catalyst prediction with 721,799 reactions and 888 catalyst types from USPTO. Task: Predict which catalyst facilitates the given reaction. (1) Reactant: Cl.[NH2:2][C:3]1[CH:12]=[C:11]([C:13]2[C:22]3[C:17](=[CH:18][C:19]([O:28][CH2:29][CH3:30])=[C:20]4[O:25][C:24]([CH3:27])([CH3:26])[CH2:23][C:21]4=3)[CH2:16][C:15]([CH3:32])([CH3:31])[N:14]=2)[CH:10]=[CH:9][C:4]=1[C:5]([O:7][CH3:8])=[O:6].Cl.[N:34]1[CH:39]=[CH:38][CH:37]=[CH:36][C:35]=1[C:40](Cl)=[O:41]. Product: [CH2:29]([O:28][C:19]1[CH:18]=[C:17]2[C:22](=[C:21]3[CH2:23][C:24]([CH3:27])([CH3:26])[O:25][C:20]=13)[C:13]([C:11]1[CH:10]=[CH:9][C:4]([C:5]([O:7][CH3:8])=[O:6])=[C:3]([NH:2][C:40]([C:35]3[CH:36]=[CH:37][CH:38]=[CH:39][N:34]=3)=[O:41])[CH:12]=1)=[N:14][C:15]([CH3:31])([CH3:32])[CH2:16]2)[CH3:30]. The catalyst class is: 546. (2) Reactant: CS(O[C@H:6]1[CH2:10][CH2:9][C@@H:8]([NH:11][C:12]2[C:13]3[N:14]([CH:21]=[CH:22][CH:23]=3)[N:15]=[CH:16][C:17]=2[C:18](=[O:20])[NH2:19])[C:7]1([CH3:25])[CH3:24])(=O)=O. Product: [CH3:24][C:7]1([CH3:25])[CH:6]=[CH:10][CH2:9][CH:8]1[NH:11][C:12]1[C:13]2[N:14]([CH:21]=[CH:22][CH:23]=2)[N:15]=[CH:16][C:17]=1[C:18]([NH2:19])=[O:20]. The catalyst class is: 9. (3) Reactant: [C:1]([C:3]1[CH:8]=[CH:7][C:6]([CH2:9][CH2:10][CH2:11][N:12]([CH2:16][CH2:17][OH:18])[C:13]([NH2:15])=[O:14])=[CH:5][CH:4]=1)#[N:2].[C:19]1([CH3:29])[CH:24]=[CH:23][C:22]([S:25](Cl)(=[O:27])=[O:26])=[CH:21][CH:20]=1.C(OCC)(=O)C. Product: [C:1]([C:3]1[CH:4]=[CH:5][C:6]([CH2:9][CH2:10][CH2:11][N:12]([CH2:16][CH2:17][O:18][S:25]([C:22]2[CH:23]=[CH:24][C:19]([CH3:29])=[CH:20][CH:21]=2)(=[O:27])=[O:26])[C:13]([NH2:15])=[O:14])=[CH:7][CH:8]=1)#[N:2]. The catalyst class is: 17. (4) Reactant: [CH2:1]([O:8][C:9]1[CH:10]=[C:11]([CH:21]=[CH:22][C:23]=1[N:24]1[CH2:28][C:27](=[O:29])[N:26](CC[Si](C)(C)C)[S:25]1(=[O:37])=[O:36])[CH2:12][C:13]1[CH:20]=[CH:19][CH:18]=[CH:17][C:14]=1[C:15]#[N:16])[C:2]1[CH:7]=[CH:6][CH:5]=[CH:4][CH:3]=1.CCCC[N+](CCCC)(CCCC)CCCC.[F-]. The catalyst class is: 1. Product: [CH2:1]([O:8][C:9]1[CH:10]=[C:11]([CH:21]=[CH:22][C:23]=1[N:24]1[CH2:28][C:27](=[O:29])[NH:26][S:25]1(=[O:37])=[O:36])[CH2:12][C:13]1[CH:20]=[CH:19][CH:18]=[CH:17][C:14]=1[C:15]#[N:16])[C:2]1[CH:7]=[CH:6][CH:5]=[CH:4][CH:3]=1. (5) Reactant: [CH2:1]1[CH:6]2[CH2:7][C:8]3([C:10]([OH:12])=O)[CH2:9][CH:2]1[CH2:3][CH:4]3[CH2:5]2.[CH3:13][NH:14][CH2:15][C:16]1[S:17][CH:18]=[CH:19][CH:20]=1.C(N(CC)CC)C.CCN=C=NCCCN(C)C. Product: [CH3:13][N:14]([CH2:15][C:16]1[S:17][CH:18]=[CH:19][CH:20]=1)[C:10]([C:8]12[CH2:7][CH:6]3[CH2:1][CH:2]([CH2:3][CH:4]1[CH2:5]3)[CH2:9]2)=[O:12]. The catalyst class is: 64. (6) Reactant: [CH3:1][CH:2]([O:4][C:5](/[N:7]=[N:8]/[C:9]([O:11][CH:12]([CH3:14])[CH3:13])=[O:10])=[O:6])[CH3:3].[C:15]1([P:21]([C:28]2[CH:33]=[CH:32][CH:31]=[CH:30][CH:29]=2)[C:22]2[CH:27]=[CH:26][CH:25]=[CH:24][CH:23]=2)[CH:20]=[CH:19][CH:18]=[CH:17][CH:16]=1. Product: [CH:31]1[CH:30]=[CH:29][C:28]([P:21]([C:22]2[CH:27]=[CH:26][CH:25]=[CH:24][CH:23]=2)[C:15]2[CH:20]=[CH:19][CH:18]=[CH:17][CH:16]=2)=[CH:33][CH:32]=1.[CH3:14][CH:12]([O:11][C:9](/[N:8]=[N:7]/[C:5]([O:4][CH:2]([CH3:3])[CH3:1])=[O:6])=[O:10])[CH3:13]. The catalyst class is: 1. (7) Reactant: C.[NH2:2][C:3]1[C:8]([N+:9]([O-])=O)=[CH:7][C:6]([C:12]2[CH:17]=[CH:16][C:15]([Cl:18])=[C:14]([Cl:19])[CH:13]=2)=[CH:5][N:4]=1.O.NN. Product: [NH2:2][C:3]1[C:8]([NH2:9])=[CH:7][C:6]([C:12]2[CH:17]=[CH:16][C:15]([Cl:18])=[C:14]([Cl:19])[CH:13]=2)=[CH:5][N:4]=1. The catalyst class is: 5. (8) Reactant: [Cl:1][C:2]1[C:3]([O:12][C:13]2[CH:18]=[C:17]([O:19][CH2:20][CH2:21][O:22][CH3:23])[CH:16]=[CH:15][C:14]=2/[CH:24]=[CH:25]/[C:26](O)=[O:27])=[N:4][CH:5]=[C:6]([C:8]([F:11])([F:10])[F:9])[CH:7]=1.Cl.C(N=C=NCCCN(C)C)C.[C:41]1([CH3:51])[CH:46]=[CH:45][CH:44]=[C:43]([S:47]([NH2:50])(=[O:49])=[O:48])[CH:42]=1.Cl. Product: [Cl:1][C:2]1[C:3]([O:12][C:13]2[CH:18]=[C:17]([O:19][CH2:20][CH2:21][O:22][CH3:23])[CH:16]=[CH:15][C:14]=2/[CH:24]=[CH:25]/[C:26]([NH:50][S:47]([C:43]2[CH:44]=[CH:45][CH:46]=[C:41]([CH3:51])[CH:42]=2)(=[O:48])=[O:49])=[O:27])=[N:4][CH:5]=[C:6]([C:8]([F:9])([F:10])[F:11])[CH:7]=1. The catalyst class is: 766. (9) Reactant: [F:1][C:2]([F:11])([F:10])[C:3]1[CH:8]=[CH:7][N:6]=[C:5]([NH2:9])[CH:4]=1.[Cl:12][C:13]1[N:18]=[C:17](Cl)[CH:16]=[C:15]([CH3:20])[N:14]=1.CC(C)([O-])C.[Na+]. Product: [Cl:12][C:13]1[N:18]=[C:17]([NH:9][C:5]2[CH:4]=[C:3]([C:2]([F:1])([F:10])[F:11])[CH:8]=[CH:7][N:6]=2)[CH:16]=[C:15]([CH3:20])[N:14]=1. The catalyst class is: 62. (10) Reactant: [CH3:1][O:2][C:3]1[CH:8]=[CH:7][C:6]([NH:9][C:10](=O)[C:11]2[CH:16]=[CH:15][N:14]=[CH:13][CH:12]=2)=[CH:5][CH:4]=1.P(Cl)(Cl)(Cl)(Cl)Cl.CO[CH:26](OC)[CH2:27][NH2:28].C(O)(C)C. Product: [CH3:1][O:2][C:3]1[CH:8]=[CH:7][C:6]([N:9]2[CH:26]=[CH:27][N:28]=[C:10]2[C:11]2[CH:16]=[CH:15][N:14]=[CH:13][CH:12]=2)=[CH:5][CH:4]=1. The catalyst class is: 286.